Dataset: Peptide-MHC class II binding affinity with 134,281 pairs from IEDB. Task: Regression. Given a peptide amino acid sequence and an MHC pseudo amino acid sequence, predict their binding affinity value. This is MHC class II binding data. (1) The peptide sequence is EEGKCGLNSVDSLEH. The MHC is HLA-DQA10601-DQB10402 with pseudo-sequence HLA-DQA10601-DQB10402. The binding affinity (normalized) is 0. (2) The peptide sequence is GMFTNRSGSQ. The MHC is DRB3_0101 with pseudo-sequence DRB3_0101. The binding affinity (normalized) is 0.0831. (3) The peptide sequence is RADEINAIFEENEVD. The MHC is DRB1_1101 with pseudo-sequence DRB1_1101. The binding affinity (normalized) is 0. (4) The peptide sequence is GRVIDLGCGRGGWCY. The MHC is DRB1_0404 with pseudo-sequence DRB1_0404. The binding affinity (normalized) is 0. (5) The peptide sequence is DRVLDILEAVKLIRK. The MHC is H-2-IAb with pseudo-sequence H-2-IAb. The binding affinity (normalized) is 0. (6) The peptide sequence is EELRSLYNTVATLYCVH. The MHC is DRB1_1602 with pseudo-sequence DRB1_1602. The binding affinity (normalized) is 0.609.